The task is: Predict the reaction yield, written as a fraction of the theoretical maximum amount of product (1.0 means a 100% yield; for example, 0.34 means a 34% yield).. This data is from Reaction yield outcomes from USPTO patents with 853,638 reactions. (1) The reactants are [C:1]([C:3]1[CH:8]=[CH:7][CH:6]=[CH:5][C:4]=1[C:9]1[CH:14]=[CH:13][C:12]([CH2:15][CH:16]([C:22](=O)[CH2:23][CH2:24][CH3:25])[C:17](OCC)=[O:18])=[C:11]([F:27])[CH:10]=1)#[N:2].[O:28]1[C:32]2([CH2:37][CH2:36][CH:35]([NH:38][C:39]3[NH:43][C:42]([CH3:44])=[N:41][N:40]=3)[CH2:34][CH2:33]2)[O:31][CH2:30][CH2:29]1. No catalyst specified. The product is [O:28]1[C:32]2([CH2:33][CH2:34][CH:35]([N:38]3[C:17](=[O:18])[C:16]([CH2:15][C:12]4[CH:13]=[CH:14][C:9]([C:4]5[C:3]([C:1]#[N:2])=[CH:8][CH:7]=[CH:6][CH:5]=5)=[CH:10][C:11]=4[F:27])=[C:22]([CH2:23][CH2:24][CH3:25])[N:40]4[N:41]=[C:42]([CH3:44])[N:43]=[C:39]34)[CH2:36][CH2:37]2)[O:31][CH2:30][CH2:29]1. The yield is 0.280. (2) The reactants are [CH:1]1([CH:4]([O:24][CH3:25])[CH:5]([N:7]2[C:11]3=[N:12][CH:13]=[CH:14][CH:15]=[C:10]3[C:9]([C:16]([O:18]C(C)(C)C)=[O:17])=[C:8]2[CH3:23])[CH3:6])[CH2:3][CH2:2]1.C(C(O)=O)(F)(F)F. The catalyst is C(Cl)Cl. The product is [CH:1]1([CH:4]([O:24][CH3:25])[CH:5]([N:7]2[C:11]3=[N:12][CH:13]=[CH:14][CH:15]=[C:10]3[C:9]([C:16]([OH:18])=[O:17])=[C:8]2[CH3:23])[CH3:6])[CH2:3][CH2:2]1. The yield is 0.990. (3) The reactants are [CH2:1]([N:3]1[CH2:8][CH2:7][CH:6]([CH2:9][O:10][C:11]2[C:19]3[C:14](=[N:15][CH:16]=[CH:17][C:18]=3[O:20][C:21]3[CH:26]=[CH:25][C:24]([NH:27][C:28]4[N:43]=[CH:42][CH:41]=[CH:40][C:29]=4[C:30]([NH:32][C:33]4[CH:38]=[CH:37][C:36]([F:39])=[CH:35][CH:34]=4)=[O:31])=[CH:23][C:22]=3[F:44])[N:13](CC3C=CC(OC)=CC=3)[N:12]=2)[CH2:5][CH2:4]1)[CH3:2].C(O)(C(F)(F)F)=O. The catalyst is C([O-])([O-])=O.[Na+].[Na+]. The product is [CH2:1]([N:3]1[CH2:8][CH2:7][CH:6]([CH2:9][O:10][C:11]2[C:19]3[C:14](=[N:15][CH:16]=[CH:17][C:18]=3[O:20][C:21]3[CH:26]=[CH:25][C:24]([NH:27][C:28]4[N:43]=[CH:42][CH:41]=[CH:40][C:29]=4[C:30]([NH:32][C:33]4[CH:34]=[CH:35][C:36]([F:39])=[CH:37][CH:38]=4)=[O:31])=[CH:23][C:22]=3[F:44])[NH:13][N:12]=2)[CH2:5][CH2:4]1)[CH3:2]. The yield is 0.390. (4) The reactants are [Cl:1][C:2]1[CH:7]=[CH:6][C:5]([CH2:8]Cl)=[CH:4][N:3]=1.[F:10][CH:11]([F:14])[CH2:12][NH2:13].C(N(CC)CC)C. The catalyst is C(#N)C. The product is [Cl:1][C:2]1[N:3]=[CH:4][C:5]([CH2:8][NH:13][CH2:12][CH:11]([F:14])[F:10])=[CH:6][CH:7]=1. The yield is 0.530. (5) The reactants are [CH2:1]([NH:3][C:4]([C:6]1[CH:11]=[CH:10][C:9]([N:12]2[CH2:17][CH2:16][N:15](C(OC(C)(C)C)=O)[CH2:14][CH2:13]2)=[C:8]([CH3:25])[CH:7]=1)=[O:5])[CH3:2].[ClH:26]. The catalyst is O1CCOCC1.C(OCC)C. The product is [ClH:26].[CH2:1]([NH:3][C:4](=[O:5])[C:6]1[CH:11]=[CH:10][C:9]([N:12]2[CH2:13][CH2:14][NH:15][CH2:16][CH2:17]2)=[C:8]([CH3:25])[CH:7]=1)[CH3:2]. The yield is 0.990. (6) The reactants are BrCC1C=CN2C=1C(Cl)=NC=N2.C([O-])(O)=O.[Na+].Cl[C:19]1[C:24]2=[C:25]([CH2:28][O:29][CH2:30][CH2:31][O:32][CH3:33])[CH:26]=[CH:27][N:23]2[N:22]=[CH:21][N:20]=1.[CH2:34]([N:41]1[C:49]2[C:44](=[CH:45][C:46]([NH2:50])=[CH:47][CH:48]=2)[CH:43]=[N:42]1)[C:35]1[CH:40]=[CH:39][CH:38]=[CH:37][CH:36]=1.FC1C=C(C=CC=1)CN1C2C(=CC(N)=CC=2)C=N1.C(Cl)C1C=CC=CC=1. The yield is 0.210. The product is [CH2:34]([N:41]1[C:49]2[C:44](=[CH:45][C:46]([NH:50][C:19]3[C:24]4=[C:25]([CH2:28][O:29][CH2:30][CH2:31][O:32][CH3:33])[CH:26]=[CH:27][N:23]4[N:22]=[CH:21][N:20]=3)=[CH:47][CH:48]=2)[CH:43]=[N:42]1)[C:35]1[CH:36]=[CH:37][CH:38]=[CH:39][CH:40]=1. The catalyst is COCCO.C(Cl)Cl.CC#N.